This data is from Full USPTO retrosynthesis dataset with 1.9M reactions from patents (1976-2016). The task is: Predict the reactants needed to synthesize the given product. Given the product [F:7][C:8]1[CH:13]=[CH:12][C:11]([F:14])=[CH:10][C:9]=1[C@H:15]1[CH2:19][CH2:18][CH2:17][N:16]1[C:20]1[CH:25]=[CH:24][N:23]2[N:26]=[CH:27][C:28]([C:29]([NH:31][CH2:32][C@@H:33]([OH:39])[CH2:34][CH2:35][OH:36])=[O:30])=[C:22]2[CH:21]=1, predict the reactants needed to synthesize it. The reactants are: [H-].[H-].[H-].[H-].[Li+].[Al+3].[F:7][C:8]1[CH:13]=[CH:12][C:11]([F:14])=[CH:10][C:9]=1[C@H:15]1[CH2:19][CH2:18][CH2:17][N:16]1[C:20]1[CH:25]=[CH:24][N:23]2[N:26]=[CH:27][C:28]([C:29]([NH:31][CH2:32][C@@H:33]([OH:39])[CH2:34][C:35](OC)=[O:36])=[O:30])=[C:22]2[CH:21]=1.CCOC(C)=O.[NH4+].[Cl-].